Dataset: Full USPTO retrosynthesis dataset with 1.9M reactions from patents (1976-2016). Task: Predict the reactants needed to synthesize the given product. (1) The reactants are: [Cl:1][C:2]1[C:7]([OH:8])=[CH:6][CH:5]=[C:4]([CH3:9])[N:3]=1.[Cl:10][C:11]1[CH:16]=[C:15](I)[CH:14]=[CH:13][N:12]=1.C([O-])([O-])=O.[Cs+].[Cs+]. Given the product [Cl:1][C:2]1[C:7]([O:8][C:15]2[CH:14]=[CH:13][N:12]=[C:11]([Cl:10])[CH:16]=2)=[CH:6][CH:5]=[C:4]([CH3:9])[N:3]=1, predict the reactants needed to synthesize it. (2) The reactants are: [NH:1]1[CH:5]=[CH:4][N:3]=[N:2]1.[CH3:6][O-:7].[Na+:8].C[OH:10]. Given the product [NH:1]1[CH:5]=[C:4]([C:6]([O-:10])=[O:7])[N:3]=[N:2]1.[Na+:8], predict the reactants needed to synthesize it. (3) Given the product [ClH:1].[ClH:1].[Cl:1][C:2]1[CH:3]=[CH:4][C:5]([C:31]#[N:32])=[C:6]([O:7][C@@H:8]([C:24]2[CH:29]=[CH:28][CH:27]=[CH:26][CH:25]=2)[CH2:9][CH2:10][N:11]2[CH2:16][CH2:15][NH:14][CH2:13][CH2:12]2)[CH:30]=1, predict the reactants needed to synthesize it. The reactants are: [Cl:1][C:2]1[CH:3]=[CH:4][C:5]([C:31]#[N:32])=[C:6]([CH:30]=1)[O:7][C@@H:8]([C:24]1[CH:29]=[CH:28][CH:27]=[CH:26][CH:25]=1)[CH2:9][CH2:10][N:11]1[CH2:16][CH2:15][N:14](C(OC(C)(C)C)=O)[CH2:13][CH2:12]1.C(=O)(O)[O-].[Na+]. (4) The reactants are: [Cl:1][C:2]1[CH:7]=[CH:6][C:5]([Cl:8])=[CH:4][C:3]=1[CH:9]([CH3:12])[C:10]#[N:11].[CH2:13](N)[CH2:14][NH2:15]. Given the product [Cl:1][C:2]1[CH:7]=[CH:6][C:5]([Cl:8])=[CH:4][C:3]=1[CH:9]([C:10]1[NH:15][CH2:14][CH2:13][N:11]=1)[CH3:12], predict the reactants needed to synthesize it. (5) Given the product [C:12]([NH:7][CH2:6][C:5]1[CH:8]=[CH:9][C:2]([NH2:1])=[CH:3][CH:4]=1)([O:13][C:14]([CH3:17])([CH3:16])[CH3:15])=[O:18], predict the reactants needed to synthesize it. The reactants are: [NH2:1][C:2]1[CH:9]=[CH:8][C:5]([CH2:6][NH2:7])=[CH:4][CH:3]=1.[OH-].[Na+].[C:12](O[C:12]([O:13][C:14]([CH3:17])([CH3:16])[CH3:15])=[O:18])(=[O:18])[O:13][C:14]([CH3:17])([CH3:16])[CH3:15].